From a dataset of Catalyst prediction with 721,799 reactions and 888 catalyst types from USPTO. Predict which catalyst facilitates the given reaction. Reactant: C1(C)C=CC(S(O)(=O)=O)=CC=1.[NH2:12][N:13]1[CH2:17][CH:16]([C:18]2[CH:23]=[CH:22][C:21]([CH:24]3[CH2:26][CH2:25]3)=[CH:20][CH:19]=2)[N:15]([CH2:27][CH2:28][C:29]2[CH:34]=[CH:33][C:32]([O:35][CH3:36])=[CH:31][CH:30]=2)[C:14]1=[O:37].CN1CCOCC1.Cl[S:46]([CH2:49][C:50]([O:52][CH2:53][CH:54]1[C:66]2[CH:65]=[CH:64][CH:63]=[CH:62][C:61]=2[C:60]2[C:55]1=[CH:56][CH:57]=[CH:58][CH:59]=2)=[O:51])(=[O:48])=[O:47]. Product: [CH:56]1[C:55]2[CH:54]([CH2:53][O:52][C:50](=[O:51])[CH2:49][S:46]([NH:12][N:13]3[CH2:17][CH:16]([C:18]4[CH:23]=[CH:22][C:21]([CH:24]5[CH2:26][CH2:25]5)=[CH:20][CH:19]=4)[N:15]([CH2:27][CH2:28][C:29]4[CH:30]=[CH:31][C:32]([O:35][CH3:36])=[CH:33][CH:34]=4)[C:14]3=[O:37])(=[O:47])=[O:48])[C:66]3[C:61](=[CH:62][CH:63]=[CH:64][CH:65]=3)[C:60]=2[CH:59]=[CH:58][CH:57]=1. The catalyst class is: 4.